From a dataset of Forward reaction prediction with 1.9M reactions from USPTO patents (1976-2016). Predict the product of the given reaction. (1) Given the reactants Cl.[NH:2]1[CH:6]=[CH:5][N:4]=[C:3]1[CH2:7][CH:8]1[CH2:12][S:11][C:10]([NH:13]C(=O)OC(C)(C)C)=[N:9]1.CO, predict the reaction product. The product is: [NH:2]1[CH:6]=[CH:5][N:4]=[C:3]1[CH2:7][CH:8]1[CH2:12][S:11][C:10]([NH2:13])=[N:9]1. (2) Given the reactants [C:1]([O:5][C:6](=[O:28])[NH:7][C@@H:8]1[CH2:13][CH2:12][CH2:11][N:10]([C:14]2[S:15][C:16]([NH:21][C:22]3[CH:27]=[CH:26][CH:25]=[CH:24][N:23]=3)=[C:17]([C:19]#[N:20])[N:18]=2)[CH2:9]1)([CH3:4])([CH3:3])[CH3:2].[O:29]1CCCC1.O, predict the reaction product. The product is: [C:1]([O:5][C:6](=[O:28])[NH:7][C@@H:8]1[CH2:13][CH2:12][CH2:11][N:10]([C:14]2[S:15][C:16]([NH:21][C:22]3[CH:27]=[CH:26][CH:25]=[CH:24][N:23]=3)=[C:17]([C:19](=[O:29])[NH2:20])[N:18]=2)[CH2:9]1)([CH3:4])([CH3:2])[CH3:3]. (3) Given the reactants C[O:2][C:3]1[C:8]2[NH:9][C:10]([C:12]3[S:13][CH:14]=[CH:15][CH:16]=3)=[N:11][C:7]=2[C:6]([C:17]([NH:19][CH:20]2[CH2:25][CH2:24][CH2:23][N:22](C(OC(C)(C)C)=O)[CH2:21]2)=[O:18])=[CH:5][CH:4]=1.B(Br)(Br)Br, predict the reaction product. The product is: [OH:2][C:3]1[C:8]2[NH:9][C:10]([C:12]3[S:13][CH:14]=[CH:15][CH:16]=3)=[N:11][C:7]=2[C:6]([C:17]([NH:19][CH:20]2[CH2:25][CH2:24][CH2:23][NH:22][CH2:21]2)=[O:18])=[CH:5][CH:4]=1. (4) The product is: [CH3:1][O:2][C:3]1[CH:8]=[CH:7][C:6]([C:9]2([CH2:14][CH2:15][C:16]([NH:21][NH2:22])=[O:18])[O:13][CH2:12][CH2:11][O:10]2)=[CH:5][CH:4]=1. Given the reactants [CH3:1][O:2][C:3]1[CH:8]=[CH:7][C:6]([C:9]2([CH2:14][CH2:15][C:16]([O:18]C)=O)[O:13][CH2:12][CH2:11][O:10]2)=[CH:5][CH:4]=1.O.[NH2:21][NH2:22], predict the reaction product. (5) Given the reactants [C:1]1([S:7]([C:10]2[CH:11]=[CH:12][C:13]([C:38]([F:41])([F:40])[F:39])=[C:14]([S:16]([NH:19][CH:20]3[CH2:25][CH2:24][N:23]([S:26]([C:29]4[CH:30]=[C:31]([CH:35]=[CH:36][CH:37]=4)[C:32]([OH:34])=[O:33])(=[O:28])=[O:27])[CH2:22][CH2:21]3)(=[O:18])=[O:17])[CH:15]=2)(=[O:9])=[O:8])[CH:6]=[CH:5][CH:4]=[CH:3][CH:2]=1.[CH3:42]O, predict the reaction product. The product is: [C:1]1([S:7]([C:10]2[CH:11]=[CH:12][C:13]([C:38]([F:41])([F:40])[F:39])=[C:14]([S:16]([NH:19][CH:20]3[CH2:25][CH2:24][N:23]([S:26]([C:29]4[CH:30]=[C:31]([CH:35]=[CH:36][CH:37]=4)[C:32]([O:34][CH3:42])=[O:33])(=[O:28])=[O:27])[CH2:22][CH2:21]3)(=[O:18])=[O:17])[CH:15]=2)(=[O:8])=[O:9])[CH:2]=[CH:3][CH:4]=[CH:5][CH:6]=1. (6) Given the reactants [CH2:1]([C:5]1[N:6]=[C:7]([O:27][CH3:28])[NH:8][C:9](=[O:26])[C:10]=1[CH2:11][C:12]1[CH:17]=[CH:16][C:15]([C:18]2[C:19]([C:24]#[N:25])=[CH:20][CH:21]=[CH:22][CH:23]=2)=[CH:14][CH:13]=1)[CH2:2][CH2:3][CH3:4].[C:29]1(B(O)O)[CH:34]=[CH:33][CH:32]=[CH:31][CH:30]=1.N1C=CC=CC=1.C(N(CC)CC)C, predict the reaction product. The product is: [CH2:1]([C:5]1[N:6]=[C:7]([O:27][CH3:28])[N:8]([C:29]2[CH:34]=[CH:33][CH:32]=[CH:31][CH:30]=2)[C:9](=[O:26])[C:10]=1[CH2:11][C:12]1[CH:17]=[CH:16][C:15]([C:18]2[C:19]([C:24]#[N:25])=[CH:20][CH:21]=[CH:22][CH:23]=2)=[CH:14][CH:13]=1)[CH2:2][CH2:3][CH3:4]. (7) Given the reactants [CH2:1]([C:3]1[CH:4]=[C:5]([O:14][CH3:15])[C:6]([F:13])=[C:7]([CH:9]([OH:12])[C:10]#[N:11])[CH:8]=1)[CH3:2].[CH3:16][OH:17].[ClH:18], predict the reaction product. The product is: [ClH:18].[CH3:15][O:14][C:5]1[C:6]([F:13])=[C:7]([CH:9]([OH:12])[C:10](=[NH:11])[O:17][CH3:16])[CH:8]=[C:3]([CH2:1][CH3:2])[CH:4]=1. (8) Given the reactants [NH:1]([C:3]1[N:8]=[C:7]([N:9]2[CH2:14][CH2:13][O:12][CH2:11][CH2:10]2)[N:6]=[C:5]([NH:15][C:16]2[CH:21]=[CH:20][C:19]([O:22][C:23]([F:26])([F:25])[F:24])=[CH:18][CH:17]=2)[N:4]=1)[NH2:2].[F:27][C:28]([F:41])([O:32][C:33]1[CH:40]=[CH:39][CH:38]=[CH:37][C:34]=1C=O)[CH:29]([F:31])[F:30].[CH2:42](O)C.O, predict the reaction product. The product is: [N:9]1([C:7]2[N:8]=[C:3]([NH:1][N:2]=[CH:42][C:38]3[CH:37]=[CH:34][C:33]([O:32][C:28]([F:27])([F:41])[CH:29]([F:30])[F:31])=[CH:40][CH:39]=3)[N:4]=[C:5]([NH:15][C:16]3[CH:17]=[CH:18][C:19]([O:22][C:23]([F:26])([F:25])[F:24])=[CH:20][CH:21]=3)[N:6]=2)[CH2:14][CH2:13][O:12][CH2:11][CH2:10]1. (9) The product is: [Br:5][C:6]1[CH:7]=[C:8]2[C:12](=[CH:13][CH:14]=1)[C:11](=[O:15])[NH:1][CH2:10][CH2:9]2. Given the reactants [N-:1]=[N+]=[N-].[Na+].[Br:5][C:6]1[CH:7]=[C:8]2[C:12](=[CH:13][CH:14]=1)[C:11](=[O:15])[CH2:10][CH2:9]2.CS(O)(=O)=O.[OH-].[Na+], predict the reaction product. (10) Given the reactants Br[C:2]1[CH:3]=[C:4]([C:8]2[CH:13]=[C:12]([C:14]3[CH:19]=[CH:18][C:17]([C:20]([F:23])([F:22])[F:21])=[CH:16][CH:15]=3)[CH:11]=[C:10]([CH3:24])[N:9]=2)[CH:5]=[N:6][CH:7]=1.[NH2:25][C:26]1[CH:31]=[CH:30][C:29](B2OC(C)(C)C(C)(C)O2)=[CH:28][N:27]=1, predict the reaction product. The product is: [CH3:24][C:10]1[N:9]=[C:8]([C:4]2[CH:5]=[N:6][CH:7]=[C:2]([C:29]3[CH:28]=[N:27][C:26]([NH2:25])=[CH:31][CH:30]=3)[CH:3]=2)[CH:13]=[C:12]([C:14]2[CH:19]=[CH:18][C:17]([C:20]([F:23])([F:22])[F:21])=[CH:16][CH:15]=2)[CH:11]=1.